From a dataset of Hepatocyte clearance measurements from AstraZeneca. Regression/Classification. Given a drug SMILES string, predict its absorption, distribution, metabolism, or excretion properties. Task type varies by dataset: regression for continuous measurements (e.g., permeability, clearance, half-life) or binary classification for categorical outcomes (e.g., BBB penetration, CYP inhibition). For this dataset (clearance_hepatocyte_az), we predict log10(clearance) (log10 of the in vitro intrinsic clearance, CLint, in uL/min per 10^6 hepatocytes; values are censored to the assay range of 3 to 150, which is 0.477 to 2.18 on this log10 scale). (1) The molecule is C[C@@](C(=O)O[C@H]1C[N+]2(CC(=O)Nc3cccc(F)c3)CCC1CC2)(c1ccccc1)N1CCCCC1. The log10(clearance) is 1.83. (2) The compound is Nc1ncnc2c1ncn2[C@@H]1O[C@H](CSCCCNC(=O)NCc2ccccc2)[C@@H](O)[C@H]1O. The log10(clearance) is 1.16. (3) The molecule is CCn1c(SCC(=O)Nc2cc(C)on2)nnc1-c1ccccc1. The log10(clearance) is 2.18. (4) The compound is C[C@H](c1nc2ncccc2c(=O)n1-c1ccc(Cl)cc1)N(CC1CCS(=O)(=O)CC1)C(=O)Cc1ccc(C(F)(F)F)c(F)c1. The log10(clearance) is 0.850.